From a dataset of Peptide-MHC class I binding affinity with 185,985 pairs from IEDB/IMGT. Regression. Given a peptide amino acid sequence and an MHC pseudo amino acid sequence, predict their binding affinity value. This is MHC class I binding data. (1) The peptide sequence is KETSYTTTI. The MHC is Patr-B2401 with pseudo-sequence Patr-B2401. The binding affinity (normalized) is 0.533. (2) The peptide sequence is PEDDGTDWF. The MHC is HLA-B40:01 with pseudo-sequence HLA-B40:01. The binding affinity (normalized) is 0.393. (3) The peptide sequence is KPKLARGEL. The MHC is HLA-B15:17 with pseudo-sequence HLA-B15:17. The binding affinity (normalized) is 0.0847.